Predict the reaction yield, written as a fraction of the theoretical maximum amount of product (1.0 means a 100% yield; for example, 0.34 means a 34% yield). From a dataset of Reaction yield outcomes from USPTO patents with 853,638 reactions. (1) The reactants are [CH3:1][O:2][C:3]1[C:4]([NH:14][C:15](=[O:19])OCC)=[N:5][C:6]2[C:11]([N:12]=1)=[CH:10][C:9]([CH3:13])=[CH:8][CH:7]=2.[Cl:20][C:21]1[CH:26]=[CH:25][C:24]([N:27]2[CH2:32][CH2:31][NH:30][CH2:29][CH2:28]2)=[CH:23][CH:22]=1. No catalyst specified. The product is [CH3:1][O:2][C:3]1[C:4]([NH:14][C:15]([N:30]2[CH2:29][CH2:28][N:27]([C:24]3[CH:23]=[CH:22][C:21]([Cl:20])=[CH:26][CH:25]=3)[CH2:32][CH2:31]2)=[O:19])=[N:5][C:6]2[C:11]([N:12]=1)=[CH:10][C:9]([CH3:13])=[CH:8][CH:7]=2. The yield is 0.910. (2) The reactants are [CH2:1]([C:4]1[C:12]([O:13][CH3:14])=[CH:11][C:10]([Cl:15])=[CH:9][C:5]=1[C:6]([OH:8])=O)[CH:2]=[CH2:3].[CH2:16]([C:20]1[CH:25]=[C:24]([CH3:26])[N:23]=[C:22]([O:27][CH3:28])[C:21]=1[CH2:29][NH2:30])[CH2:17][CH:18]=[CH2:19].C(Cl)CCl.C1C=NC2N(O)N=NC=2C=1.CN1CCOCC1. The catalyst is C(Cl)Cl. The product is [CH2:1]([C:4]1[C:12]([O:13][CH3:14])=[CH:11][C:10]([Cl:15])=[CH:9][C:5]=1[C:6]([NH:30][CH2:29][C:21]1[C:22]([O:27][CH3:28])=[N:23][C:24]([CH3:26])=[CH:25][C:20]=1[CH2:16][CH2:17][CH:18]=[CH2:19])=[O:8])[CH:2]=[CH2:3]. The yield is 0.700. (3) The reactants are [N:1]([CH2:4][C:5]1[N:10]=[C:9]([CH2:11][N:12]([CH2:23][C:24]2[CH:29]=[CH:28][C:27]([Cl:30])=[CH:26][CH:25]=2)[CH2:13][C:14]([O:16][CH2:17][CH2:18][Si:19]([CH3:22])([CH3:21])[CH3:20])=[O:15])[CH:8]=[CH:7][CH:6]=1)=[N+]=[N-]. The catalyst is CO.[Pd]. The product is [NH2:1][CH2:4][C:5]1[N:10]=[C:9]([CH2:11][N:12]([CH2:23][C:24]2[CH:25]=[CH:26][C:27]([Cl:30])=[CH:28][CH:29]=2)[CH2:13][C:14]([O:16][CH2:17][CH2:18][Si:19]([CH3:21])([CH3:22])[CH3:20])=[O:15])[CH:8]=[CH:7][CH:6]=1. The yield is 0.990. (4) The reactants are [C:1]([O:5][C:6]([NH:8][C@@H:9]([CH2:37][C:38]1[CH:43]=[CH:42][CH:41]=[CH:40][CH:39]=1)[C@H:10]([O:29][Si](C(C)(C)C)(C)C)[CH2:11][CH:12]([CH2:16][C:17]1[CH:22]=[CH:21][C:20]([C:23]2[CH:28]=[CH:27][CH:26]=[CH:25][N:24]=2)=[CH:19][CH:18]=1)C(O)=O)=[O:7])([CH3:4])([CH3:3])[CH3:2].C1C=CC(P(N=[N+]=[N-])(C2C=CC=CC=2)=[O:51])=CC=1.C([N:63]([CH2:66]C)CC)C.[CH2:68]([OH:75])[C:69]1[CH:74]=[CH:73][CH:72]=[CH:71][CH:70]=1. The catalyst is C1(C)C=CC=CC=1. The product is [C:1]([O:5][C:6]([NH:8][C@@H:9]([CH2:37][C:38]1[CH:43]=[CH:42][CH:41]=[CH:40][CH:39]=1)[C@H:10]([OH:29])[CH2:11][CH:12]([NH:63][C:66](=[O:51])[O:75][CH2:68][C:69]1[CH:74]=[CH:73][CH:72]=[CH:71][CH:70]=1)[CH2:16][C:17]1[CH:22]=[CH:21][C:20]([C:23]2[CH:28]=[CH:27][CH:26]=[CH:25][N:24]=2)=[CH:19][CH:18]=1)=[O:7])([CH3:3])([CH3:2])[CH3:4]. The yield is 0.370. (5) The reactants are [OH:1][CH:2]([C:11]1[CH:16]=[CH:15][CH:14]=[CH:13][C:12]=1[N+:17]([O-:19])=[O:18])[C:3]1[S:7][C:6]([CH3:8])=[N:5][C:4]=1[C:9]#[N:10].[Cr](O[Cr]([O-])(=O)=O)([O-])(=O)=O.[NH+]1C=CC=CC=1.[NH+]1C=CC=CC=1. The catalyst is ClCCl. The product is [CH3:8][C:6]1[S:7][C:3]([C:2](=[O:1])[C:11]2[CH:16]=[CH:15][CH:14]=[CH:13][C:12]=2[N+:17]([O-:19])=[O:18])=[C:4]([C:9]#[N:10])[N:5]=1. The yield is 0.950. (6) The reactants are C(OC([N:8]1[CH2:13][CH2:12][N:11]([C:14]2[N:15]([CH2:29][CH3:30])[C:16]3[C:21]([C:22]=2[C:23]#[N:24])=[CH:20][CH:19]=[C:18]([C:25]([F:28])([F:27])[F:26])[CH:17]=3)[CH2:10][CH2:9]1)=O)(C)(C)C.C(O)(C(F)(F)F)=O. The catalyst is ClCCl. The product is [CH2:29]([N:15]1[C:16]2[C:21](=[CH:20][CH:19]=[C:18]([C:25]([F:27])([F:28])[F:26])[CH:17]=2)[C:22]([C:23]#[N:24])=[C:14]1[N:11]1[CH2:10][CH2:9][NH:8][CH2:13][CH2:12]1)[CH3:30]. The yield is 1.00. (7) The reactants are [H-].[Na+].[Br:3][C:4]1[NH:5][C:6]([Br:10])=[C:7]([Br:9])[N:8]=1.Cl[CH2:12][O:13][CH2:14][CH2:15][Si:16]([CH3:19])([CH3:18])[CH3:17]. The catalyst is C1COCC1. The product is [Br:3][C:4]1[N:5]([CH2:12][O:13][CH2:14][CH2:15][Si:16]([CH3:19])([CH3:18])[CH3:17])[C:6]([Br:10])=[C:7]([Br:9])[N:8]=1. The yield is 0.850. (8) The reactants are Cl.[CH3:2][S:3]([C:6]1[CH:24]=[CH:23][C:9]([CH2:10][N:11]2[C:15](=[O:16])[C:14]3([CH2:21][CH2:20][NH:19][CH2:18][CH2:17]3)[NH:13][C:12]2=[O:22])=[CH:8][CH:7]=1)(=[O:5])=[O:4].C(N(CC)CC)C.[C:32]([O:36][C:37]([N:39]1[CH2:43][C@H:42]([C:44]2[CH:49]=[CH:48][CH:47]=[CH:46][CH:45]=2)[C@@H:41]([CH:50]=O)[CH2:40]1)=[O:38])([CH3:35])([CH3:34])[CH3:33].C(O[BH-](OC(=O)C)OC(=O)C)(=O)C.[Na+]. The catalyst is C(Cl)Cl. The product is [C:32]([O:36][C:37]([N:39]1[CH2:43][C@H:42]([C:44]2[CH:49]=[CH:48][CH:47]=[CH:46][CH:45]=2)[C@@H:41]([CH2:50][N:19]2[CH2:18][CH2:17][C:14]3([NH:13][C:12](=[O:22])[N:11]([CH2:10][C:9]4[CH:8]=[CH:7][C:6]([S:3]([CH3:2])(=[O:5])=[O:4])=[CH:24][CH:23]=4)[C:15]3=[O:16])[CH2:21][CH2:20]2)[CH2:40]1)=[O:38])([CH3:35])([CH3:33])[CH3:34]. The yield is 0.310. (9) The reactants are [Cl:1][C:2]1[CH:3]=[C:4]([CH:6]=[CH:7][CH:8]=1)[NH2:5].O.C1COCC1.[Cl:15][C:16]1[CH:17]=[C:18](/[CH:22]=[CH:23]/[S:24](Cl)(=[O:26])=[O:25])[CH:19]=[CH:20][CH:21]=1.C([O-])([O-])=O.[Na+].[Na+]. The catalyst is O. The product is [Cl:1][C:2]1[CH:3]=[C:4]([NH:5][S:24](/[CH:23]=[CH:22]/[C:18]2[CH:19]=[CH:20][CH:21]=[C:16]([Cl:15])[CH:17]=2)(=[O:25])=[O:26])[CH:6]=[CH:7][CH:8]=1. The yield is 0.860.